From a dataset of Full USPTO retrosynthesis dataset with 1.9M reactions from patents (1976-2016). Predict the reactants needed to synthesize the given product. (1) Given the product [CH3:15][O:16][C:17]([C:19]1[CH:20]=[C:21]([CH3:38])[C:22]2[O:28][C:27]3[C:29]([Cl:34])=[CH:30][C:31]([NH:33][CH2:10][CH2:9][CH2:14][Cl:3])=[CH:32][C:26]=3[CH2:25][S:24](=[O:36])(=[O:35])[C:23]=2[CH:37]=1)=[O:18], predict the reactants needed to synthesize it. The reactants are: [Na].[BH4-].[Cl:3]C(C)C(O)=O.[CH:9]1[CH:14]=CC=C[CH:10]=1.[CH3:15][O:16][C:17]([C:19]1[CH:20]=[C:21]([CH3:38])[C:22]2[O:28][C:27]3[C:29]([Cl:34])=[CH:30][C:31]([NH2:33])=[CH:32][C:26]=3[CH2:25][S:24](=[O:36])(=[O:35])[C:23]=2[CH:37]=1)=[O:18]. (2) The reactants are: [F:1][C:2]1[CH:7]=[CH:6][C:5]([C:8]2[C:9]3[C:25]([C:26]#[N:27])=[CH:24][N:23](COCC[Si](C)(C)C)[C:10]=3[N:11]=[C:12]([S:14][CH2:15][CH2:16][N:17]3[CH2:22][CH2:21][O:20][CH2:19][CH2:18]3)[N:13]=2)=[C:4]([CH3:36])[CH:3]=1.[F-].C([N+](CCCC)(CCCC)CCCC)CCC. Given the product [F:1][C:2]1[CH:7]=[CH:6][C:5]([C:8]2[C:9]3[C:25]([C:26]#[N:27])=[CH:24][NH:23][C:10]=3[N:11]=[C:12]([S:14][CH2:15][CH2:16][N:17]3[CH2:22][CH2:21][O:20][CH2:19][CH2:18]3)[N:13]=2)=[C:4]([CH3:36])[CH:3]=1, predict the reactants needed to synthesize it. (3) Given the product [CH:21]1([C:24]2[C:25]([N:34]3[CH2:39][CH2:38][N:37]([C:11]([C:10]4[CH:14]=[CH:15][C:7]([N:3]5[CH2:4][CH2:5][CH2:6][S:2]5(=[O:1])=[O:20])=[CH:8][C:9]=4[S:16]([CH3:19])(=[O:18])=[O:17])=[O:13])[CH2:36][CH2:35]3)=[N:26][CH:27]=[C:28]([C:30]([F:33])([F:31])[F:32])[CH:29]=2)[CH2:22][CH2:23]1, predict the reactants needed to synthesize it. The reactants are: [O:1]=[S:2]1(=[O:20])[CH2:6][CH2:5][CH2:4][N:3]1[C:7]1[CH:15]=[CH:14][C:10]([C:11]([OH:13])=O)=[C:9]([S:16]([CH3:19])(=[O:18])=[O:17])[CH:8]=1.[CH:21]1([C:24]2[C:25]([N:34]3[CH2:39][CH2:38][NH:37][CH2:36][CH2:35]3)=[N:26][CH:27]=[C:28]([C:30]([F:33])([F:32])[F:31])[CH:29]=2)[CH2:23][CH2:22]1. (4) Given the product [CH2:18]([C:13]1[C:12](/[CH:11]=[CH:10]/[C:7]2[CH:8]=[CH:9][C:4]([C:3]([NH:28][CH:25]3[CH2:26][CH2:27][O:23][CH2:24]3)=[O:22])=[CH:5][N:6]=2)=[C:16]([CH3:17])[O:15][N:14]=1)[CH2:19][CH2:20][CH3:21], predict the reactants needed to synthesize it. The reactants are: CO[C:3](=[O:22])[C:4]1[CH:9]=[CH:8][C:7](/[CH:10]=[CH:11]/[C:12]2[C:13]([CH2:18][CH2:19][CH2:20][CH3:21])=[N:14][O:15][C:16]=2[CH3:17])=[N:6][CH:5]=1.[O:23]1[CH2:27][CH2:26][CH:25]([NH2:28])[CH2:24]1.